From a dataset of Forward reaction prediction with 1.9M reactions from USPTO patents (1976-2016). Predict the product of the given reaction. The product is: [CH3:12][O:13][C:14]1[C:19]([O:20][CH3:21])=[C:18]([O:22][CH3:23])[CH:17]=[C:16]([CH3:24])[C:15]=1[C:28]([C:2]1[C:3]([O:10][CH3:11])=[N:4][CH:5]=[C:6]([Cl:9])[C:7]=1[CH3:8])=[O:29]. Given the reactants Br[C:2]1[C:3]([O:10][CH3:11])=[N:4][CH:5]=[C:6]([Cl:9])[C:7]=1[CH3:8].[CH3:12][O:13][C:14]1[C:19]([O:20][CH3:21])=[C:18]([O:22][CH3:23])[CH:17]=[C:16]([CH3:24])[C:15]=1B(O)O.[C:28](=O)([O-])[O-:29].[K+].[K+].C1(P(C2CCCCC2)C2CCCCC2)CCCCC1.[C]=O, predict the reaction product.